From a dataset of Peptide-MHC class II binding affinity with 134,281 pairs from IEDB. Regression. Given a peptide amino acid sequence and an MHC pseudo amino acid sequence, predict their binding affinity value. This is MHC class II binding data. The peptide sequence is KKRNLTIMDLHPGSG. The MHC is DRB1_1302 with pseudo-sequence DRB1_1302. The binding affinity (normalized) is 0.242.